From a dataset of Peptide-MHC class II binding affinity with 134,281 pairs from IEDB. Regression. Given a peptide amino acid sequence and an MHC pseudo amino acid sequence, predict their binding affinity value. This is MHC class II binding data. (1) The peptide sequence is SGDVLWDIPTPKIIE. The MHC is HLA-DQA10201-DQB10402 with pseudo-sequence HLA-DQA10201-DQB10402. The binding affinity (normalized) is 0.345. (2) The peptide sequence is ATPEAKYDAYVATLS. The MHC is DRB1_1101 with pseudo-sequence DRB1_1101. The binding affinity (normalized) is 0.180. (3) The peptide sequence is QQQRGAGNGVVRIWD. The MHC is DRB1_0101 with pseudo-sequence DRB1_0101. The binding affinity (normalized) is 0.190.